This data is from Peptide-MHC class I binding affinity with 185,985 pairs from IEDB/IMGT. The task is: Regression. Given a peptide amino acid sequence and an MHC pseudo amino acid sequence, predict their binding affinity value. This is MHC class I binding data. The peptide sequence is AFHHVAREK. The MHC is HLA-A03:01 with pseudo-sequence HLA-A03:01. The binding affinity (normalized) is 0.307.